Task: Predict the reaction yield, written as a fraction of the theoretical maximum amount of product (1.0 means a 100% yield; for example, 0.34 means a 34% yield).. Dataset: Reaction yield outcomes from USPTO patents with 853,638 reactions (1) The reactants are O.[OH-].[Li+].[CH3:4][C:5]([O:8][CH2:9][C@@H:10]([C:37]([O:39]C)=[O:38])[NH:11][C:12]([C:14]1[C:23]([NH:24][C:25]([NH:27][C:28]2[C:33]([CH3:34])=[CH:32][C:31]([CH3:35])=[CH:30][C:29]=2[CH3:36])=[O:26])=[CH:22][C:21]2[C:16](=[CH:17][CH:18]=[CH:19][CH:20]=2)[CH:15]=1)=[O:13])([CH3:7])[CH3:6].O.Cl. The catalyst is O1CCOCC1. The product is [CH3:7][C:5]([O:8][CH2:9][C@@H:10]([C:37]([OH:39])=[O:38])[NH:11][C:12]([C:14]1[C:23]([NH:24][C:25]([NH:27][C:28]2[C:29]([CH3:36])=[CH:30][C:31]([CH3:35])=[CH:32][C:33]=2[CH3:34])=[O:26])=[CH:22][C:21]2[C:16](=[CH:17][CH:18]=[CH:19][CH:20]=2)[CH:15]=1)=[O:13])([CH3:4])[CH3:6]. The yield is 0.250. (2) The reactants are O.[NH2:2][NH2:3].C(O)(=O)C.[C:8]([CH:10]([C:19]([C:21]1[CH:26]=[CH:25][C:24]([O:27][CH3:28])=[CH:23][CH:22]=1)=O)[CH2:11][C:12]([N:14]([CH2:17][CH3:18])[CH2:15][CH3:16])=[O:13])#[N:9]. The catalyst is CCO. The product is [NH2:9][C:8]1[C:10]([CH2:11][C:12]([N:14]([CH2:17][CH3:18])[CH2:15][CH3:16])=[O:13])=[C:19]([C:21]2[CH:26]=[CH:25][C:24]([O:27][CH3:28])=[CH:23][CH:22]=2)[NH:3][N:2]=1. The yield is 0.680. (3) The reactants are N(OCCC(C)C)=O.N[C:10]1[S:11][C:12]2[CH:18]=[CH:17][CH:16]=[C:15]([CH3:19])[C:13]=2[N:14]=1.[ClH:20]. The catalyst is C(#N)C.[Cu](Cl)Cl. The product is [Cl:20][C:10]1[S:11][C:12]2[CH:18]=[CH:17][CH:16]=[C:15]([CH3:19])[C:13]=2[N:14]=1. The yield is 0.710. (4) The reactants are [CH3:1][O:2][C:3]1[CH:22]=[CH:21][C:6]([CH2:7][N:8]([C:16]2[N:17]=[CH:18][S:19][CH:20]=2)C(=O)OC(C)(C)C)=[CH:5][CH:4]=1.[Al](Cl)(C)C. The catalyst is C1COCC1. The product is [CH3:1][O:2][C:3]1[CH:4]=[CH:5][C:6]([CH2:7][NH:8][C:16]2[N:17]=[CH:18][S:19][CH:20]=2)=[CH:21][CH:22]=1. The yield is 0.730. (5) The reactants are [CH3:1][N:2]([CH2:4][C:5]1[CH:10]=[CH:9][C:8]([CH:11]2C(C3C=CC(CN(C)C)=CC=3)C(=O)[C:18]3[C:17]([C:32]([O:34]C)=O)=[CH:16][CH:15]=[CH:14][C:13]=3[NH:12]2)=[CH:7][CH:6]=1)[CH3:3].[CH3:36][N:37]([CH2:39][C:40]1[CH:45]=[CH:44][C:43]([CH:46]2[CH:55](C3C=CC(CN(C)C)=CC=3)C(=O)C3C(C(OCC)=O)=CC=CC=3N2)=[CH:42][CH:41]=1)[CH3:38].O.[NH2:73][NH2:74]. The catalyst is CO. The product is [CH3:1][N:2]([CH2:4][C:5]1[CH:10]=[CH:9][C:8]([CH:11]2[NH:12][C:13]3[C:18]4[C:55](=[N:73][NH:74][C:32](=[O:34])[C:17]=4[CH:16]=[CH:15][CH:14]=3)[CH:46]2[C:43]2[CH:42]=[CH:41][C:40]([CH2:39][N:37]([CH3:36])[CH3:38])=[CH:45][CH:44]=2)=[CH:7][CH:6]=1)[CH3:3]. The yield is 0.220. (6) The reactants are [CH:1]([C:4]1[CH:5]=[C:6]([CH:18]=[CH:19][C:20]=1[O:21][CH3:22])[O:7][C:8]1[C:15]([Cl:16])=[CH:14][C:11]([CH:12]=O)=[CH:10][C:9]=1[Cl:17])([CH3:3])[CH3:2].Cl.[OH:24][NH2:25].C(OCC)(=O)C. The catalyst is CCO.O. The product is [CH:1]([C:4]1[CH:5]=[C:6]([CH:18]=[CH:19][C:20]=1[O:21][CH3:22])[O:7][C:8]1[C:15]([Cl:16])=[CH:14][C:11]([CH:12]=[N:25][OH:24])=[CH:10][C:9]=1[Cl:17])([CH3:3])[CH3:2]. The yield is 0.910. (7) The reactants are [O:1]1[C:5]2[CH:6]=[CH:7][C:8]([C:10]3([C:13]([NH:15][C:16]4[CH:17]=[C:18]5[C:22](=[CH:23][CH:24]=4)[NH:21][CH:20]([C:25]([CH3:28])([CH3:27])[CH3:26])[CH2:19]5)=[O:14])[CH2:12][CH2:11]3)=[CH:9][C:4]=2[O:3][CH2:2]1.O=[CH:30][CH2:31][CH2:32][C:33]([OH:35])=[O:34].[BH3-]C#N.[Na+]. The catalyst is CO.CC(O)=O. The product is [O:1]1[C:5]2[CH:6]=[CH:7][C:8]([C:10]3([C:13]([NH:15][C:16]4[CH:17]=[C:18]5[C:22](=[CH:23][CH:24]=4)[N:21]([CH2:30][CH2:31][CH2:32][C:33]([OH:35])=[O:34])[CH:20]([C:25]([CH3:28])([CH3:27])[CH3:26])[CH2:19]5)=[O:14])[CH2:12][CH2:11]3)=[CH:9][C:4]=2[O:3][CH2:2]1. The yield is 0.300. (8) The reactants are [CH3:1][O:2][CH2:3][O:4][C:5]1[CH:6]=[N:7][CH:8]=[CH:9][CH:10]=1.C([Li])(C)(C)C.[CH:16](=[O:18])[CH3:17]. The catalyst is C1COCC1.CCCCC. The product is [CH3:1][O:2][CH2:3][O:4][C:5]1[CH:6]=[N:7][CH:8]=[CH:9][C:10]=1[CH:16]([OH:18])[CH3:17]. The yield is 0.360. (9) The reactants are [Br:1][C:2]1[CH:7]=[CH:6][C:5]([OH:8])=[C:4]([N+:9]([O-:11])=[O:10])[N:3]=1.C(=O)([O-])[O-:13].[K+].[K+].[CH3:18][CH2:19][O:20][CH2:21][CH3:22]. The catalyst is CC(C)=O.BrCC(OCC)=O. The product is [CH2:19]([O:20][C:21](=[O:13])[CH2:22][O:8][C:5]1[C:4]([N+:9]([O-:11])=[O:10])=[N:3][C:2]([Br:1])=[CH:7][CH:6]=1)[CH3:18]. The yield is 0.890. (10) The reactants are [Cl:1][C:2]1[C:3]([O:12][C:13]2[CH:18]=[C:17]([O:19][CH:20]([CH3:22])[CH3:21])[CH:16]=[CH:15][C:14]=2/[CH:23]=[C:24](\[CH3:28])/[C:25]([OH:27])=O)=[N:4][CH:5]=[C:6]([C:8]([F:11])([F:10])[F:9])[CH:7]=1.[CH3:29][C:30]1[N:31]=[CH:32][C:33]([CH2:36][NH:37][S:38]([NH2:41])(=[O:40])=[O:39])=[N:34][CH:35]=1.Cl.C(N=C=NCCCN(C)C)C.CN(C)C=O. The catalyst is CN(C)C1C=CN=CC=1.O. The product is [Cl:1][C:2]1[C:3]([O:12][C:13]2[CH:18]=[C:17]([O:19][CH:20]([CH3:22])[CH3:21])[CH:16]=[CH:15][C:14]=2/[CH:23]=[C:24](\[CH3:28])/[C:25]([NH:41][S:38]([NH:37][CH2:36][C:33]2[CH:32]=[N:31][C:30]([CH3:29])=[CH:35][N:34]=2)(=[O:39])=[O:40])=[O:27])=[N:4][CH:5]=[C:6]([C:8]([F:9])([F:11])[F:10])[CH:7]=1. The yield is 0.0700.